Dataset: Full USPTO retrosynthesis dataset with 1.9M reactions from patents (1976-2016). Task: Predict the reactants needed to synthesize the given product. (1) Given the product [C:1]([O:8][CH:9]1[CH2:10][CH2:11][CH2:12][CH2:13]1)(=[O:7])[CH2:2][CH2:3][CH2:4][CH2:5][CH3:6], predict the reactants needed to synthesize it. The reactants are: [C:1]([O:8][CH2:9][CH2:10][CH2:11][CH2:12][CH2:13]C)(=[O:7])[CH2:2][CH2:3][CH2:4][CH2:5][CH3:6].C1(O)CCCC1. (2) Given the product [F:19][C:13]([F:20])([C:2]1[CH:7]=[CH:6][CH:5]=[C:4]([C:8]([OH:11])([CH3:10])[CH3:9])[CH:3]=1)[C:14]([O:16][CH2:17][CH3:18])=[O:15], predict the reactants needed to synthesize it. The reactants are: I[C:2]1[CH:3]=[C:4]([C:8]([OH:11])([CH3:10])[CH3:9])[CH:5]=[CH:6][CH:7]=1.Br[C:13]([F:20])([F:19])[C:14]([O:16][CH2:17][CH3:18])=[O:15]. (3) Given the product [CH3:16][O:9][C:8](=[O:10])[CH2:7][C:5]1[N:6]=[C:2]([NH2:1])[S:3][CH:4]=1, predict the reactants needed to synthesize it. The reactants are: [NH2:1][C:2]1[S:3][CH:4]=[C:5]([CH2:7][C:8]([OH:10])=[O:9])[N:6]=1.OS(O)(=O)=O.[C:16]([O-])(O)=O.[Na+]. (4) Given the product [F:14][C:15]1[C:20]([C:6]2[C:7]([O:9][CH3:10])=[N:8][C:3]([O:2][CH3:1])=[N:4][CH:5]=2)=[CH:19][C:18]([CH3:22])=[CH:17][N:16]=1, predict the reactants needed to synthesize it. The reactants are: [CH3:1][O:2][C:3]1[N:8]=[C:7]([O:9][CH3:10])[C:6](B(O)O)=[CH:5][N:4]=1.[F:14][C:15]1[C:20](Br)=[CH:19][C:18]([CH3:22])=[CH:17][N:16]=1.C([O-])([O-])=O.[Na+].[Na+].C1C=CC(P(C2C=CC=CC=2)C2C=CC=CC=2)=CC=1. (5) Given the product [C:1]1([CH2:7][CH2:8][N:9]([CH2:21][C:22]2[CH:41]=[CH:40][C:25]([CH2:26][O:27][C:28]3[CH:33]=[CH:32][C:31]([CH2:34][CH2:35][C:36]([O:38][CH3:39])=[O:37])=[CH:30][CH:29]=3)=[CH:24][CH:23]=2)[C:10]2[S:11][CH:12]=[C:13]([CH2:15][CH2:16][CH3:17])[N:14]=2)[CH:6]=[CH:5][CH:4]=[CH:3][CH:2]=1, predict the reactants needed to synthesize it. The reactants are: [C:1]1([CH2:7][CH2:8][NH:9][C:10]2[S:11][CH:12]=[C:13]([CH2:15][CH2:16][CH3:17])[N:14]=2)[CH:6]=[CH:5][CH:4]=[CH:3][CH:2]=1.[H-].[Na+].Cl[CH2:21][C:22]1[CH:41]=[CH:40][C:25]([CH2:26][O:27][C:28]2[CH:33]=[CH:32][C:31]([CH2:34][CH2:35][C:36]([O:38][CH3:39])=[O:37])=[CH:30][CH:29]=2)=[CH:24][CH:23]=1.O. (6) The reactants are: [CH:1]1([C:6]2[CH:7]=[CH:8][C:9]3[O:13][C:12](B(O)O)=[CH:11][C:10]=3[CH:17]=2)[CH2:5][CH2:4][CH2:3][CH2:2]1.FC(F)(F)S(O[C:24]1[CH:25]=[C:26]2[C:31](=[CH:32][CH:33]=1)[CH2:30][N:29]([CH2:34][CH2:35][C:36]([O:38][C:39]([CH3:42])([CH3:41])[CH3:40])=[O:37])[CH2:28][CH2:27]2)(=O)=O.C(N(CC)CC)C. Given the product [CH:1]1([C:6]2[CH:7]=[CH:8][C:9]3[O:13][C:12]([C:24]4[CH:25]=[C:26]5[C:31](=[CH:32][CH:33]=4)[CH2:30][N:29]([CH2:34][CH2:35][C:36]([O:38][C:39]([CH3:42])([CH3:41])[CH3:40])=[O:37])[CH2:28][CH2:27]5)=[CH:11][C:10]=3[CH:17]=2)[CH2:5][CH2:4][CH2:3][CH2:2]1, predict the reactants needed to synthesize it. (7) Given the product [CH2:40]([O:1][C:2]1[N:14]2[C:5]([C:6]3[CH:7]=[C:8]([C:33]4[CH:34]=[CH:35][CH:36]=[CH:37][CH:38]=4)[C:9]([C:15]4[CH:16]=[CH:17][C:18]([C:21]5([NH:25][C:26](=[O:32])[O:27][C:28]([CH3:31])([CH3:30])[CH3:29])[CH2:24][CH2:23][CH2:22]5)=[CH:19][CH:20]=4)=[N:10][C:11]=3[CH:12]=[CH:13]2)=[N:4][N:3]=1)[CH3:41], predict the reactants needed to synthesize it. The reactants are: [OH:1][C:2]1[N:14]2[C:5]([C:6]3[CH:7]=[C:8]([C:33]4[CH:38]=[CH:37][CH:36]=[CH:35][CH:34]=4)[C:9]([C:15]4[CH:20]=[CH:19][C:18]([C:21]5([NH:25][C:26](=[O:32])[O:27][C:28]([CH3:31])([CH3:30])[CH3:29])[CH2:24][CH2:23][CH2:22]5)=[CH:17][CH:16]=4)=[N:10][C:11]=3[CH:12]=[CH:13]2)=[N:4][N:3]=1.Br[CH2:40][CH3:41].